From a dataset of Full USPTO retrosynthesis dataset with 1.9M reactions from patents (1976-2016). Predict the reactants needed to synthesize the given product. (1) Given the product [F:31][C:26]1[CH:27]=[CH:28][CH:29]=[CH:30][C:25]=1[C:24]1[C:16]2[C:15]3[C:19](=[CH:20][C:12]([NH:11][C:9](=[O:10])[C:59]4[CH:58]=[CH:57][N:51]=[CH:55][CH:54]=4)=[CH:13][CH:14]=3)[NH:18][C:17]=2[C:21]([C:32]([NH2:40])=[O:34])=[N:22][CH:23]=1, predict the reactants needed to synthesize it. The reactants are: C(O[C:9]([NH:11][C:12]1[CH:20]=[C:19]2[C:15]([C:16]3[C:24]([C:25]4[CH:30]=[CH:29][CH:28]=[CH:27][C:26]=4[F:31])=[CH:23][N:22]=[C:21]([C:32]([OH:34])=O)[C:17]=3[NH:18]2)=[CH:14][CH:13]=1)=[O:10])C1C=CC=CC=1.[Cl-].[NH4+].C([NH:40]C(C)C)(C)C.F[P-](F)(F)(F)(F)F.[N:51]1(O[P+](N(C)C)(N(C)C)N(C)C)[C:55]2C=[CH:57][CH:58]=[CH:59][C:54]=2N=N1.CN1CCOCC1. (2) Given the product [CH3:14][Si:13]([CH3:16])([CH3:15])[O:8][C:3]1[CH2:4][CH2:5][CH2:6][CH2:7][C:2]=1[CH2:9][CH2:10][CH3:11], predict the reactants needed to synthesize it. The reactants are: Br[C:2]1([CH2:9][CH2:10][CH3:11])[CH2:7][CH2:6][CH2:5][CH2:4][C:3]1=[O:8].Cl[Si:13]([CH3:16])([CH3:15])[CH3:14].CN(CCN(C)C)C. (3) Given the product [CH3:16][C:17]1[CH:18]=[CH:19][C:20]([C:23]2[CH:31]=[CH:30][C:26]([C:27]([NH:15][CH2:14][CH2:13][C:10]3[CH:11]=[CH:12][C:7]([CH2:6][N:1]4[CH2:5][CH2:4][CH2:3][CH2:2]4)=[CH:8][CH:9]=3)=[O:28])=[CH:25][CH:24]=2)=[N:21][CH:22]=1, predict the reactants needed to synthesize it. The reactants are: [N:1]1([CH2:6][C:7]2[CH:12]=[CH:11][C:10]([CH2:13][CH2:14][NH2:15])=[CH:9][CH:8]=2)[CH2:5][CH2:4][CH2:3][CH2:2]1.[CH3:16][C:17]1[CH:18]=[CH:19][C:20]([C:23]2[CH:31]=[CH:30][C:26]([C:27](O)=[O:28])=[CH:25][CH:24]=2)=[N:21][CH:22]=1.